Dataset: Full USPTO retrosynthesis dataset with 1.9M reactions from patents (1976-2016). Task: Predict the reactants needed to synthesize the given product. (1) Given the product [F:19][C:16]1[CH:17]=[CH:18][C:6]2[N:5]=[C:4]([C@@H:2]([NH:1][C:21]3[N:29]=[CH:28][N:27]=[C:26]4[C:22]=3[N:23]=[CH:24][NH:25]4)[CH3:3])[N:8]([CH:9]3[CH2:12][CH:11]([C:13]#[N:14])[CH2:10]3)[C:7]=2[CH:15]=1, predict the reactants needed to synthesize it. The reactants are: [NH2:1][C@H:2]([C:4]1[N:8]([CH:9]2[CH2:12][CH:11]([C:13]#[N:14])[CH2:10]2)[C:7]2[CH:15]=[C:16]([F:19])[CH:17]=[CH:18][C:6]=2[N:5]=1)[CH3:3].Cl[C:21]1[N:29]=[CH:28][N:27]=[C:26]2[C:22]=1[N:23]=[CH:24][N:25]2C1CCCCO1.CCN(C(C)C)C(C)C. (2) Given the product [F:8][C:4]1[C:3]([N:9]2[C:33](=[O:34])[C:12]3=[N:13][N:14]([CH2:21][C:22]4[CH:23]=[CH:24][C:25]([N:28]5[CH:32]=[CH:31][CH:30]=[N:29]5)=[CH:26][CH:27]=4)[C:15]4[CH:16]=[CH:17][CH:18]=[CH:19][C:20]=4[C:11]3=[N:10]2)=[C:2]([CH:7]=[CH:6][CH:5]=1)[C:36]#[N:37], predict the reactants needed to synthesize it. The reactants are: Br[C:2]1[CH:7]=[CH:6][CH:5]=[C:4]([F:8])[C:3]=1[N:9]1[C:33](=[O:34])[C:12]2=[N:13][N:14]([CH2:21][C:22]3[CH:27]=[CH:26][C:25]([N:28]4[CH:32]=[CH:31][CH:30]=[N:29]4)=[CH:24][CH:23]=3)[C:15]3[CH:16]=[CH:17][CH:18]=[CH:19][C:20]=3[C:11]2=[N:10]1.O.[CH3:36][N:37](C)C=O. (3) Given the product [CH3:1][O:2][C:3]1[CH:4]=[C:5]([C:19]([NH:37][C:34]2[CH:33]=[N:32][C:31]([NH:30][CH2:29][CH2:28][C:23]3[CH:24]=[CH:25][CH:26]=[CH:27][N:22]=3)=[CH:36][CH:35]=2)=[O:20])[C:6]([C:9]2[CH:10]=[CH:11][C:12]([C:15]([F:18])([F:17])[F:16])=[CH:13][CH:14]=2)=[CH:7][CH:8]=1, predict the reactants needed to synthesize it. The reactants are: [CH3:1][O:2][C:3]1[CH:4]=[C:5]([C:19](O)=[O:20])[C:6]([C:9]2[CH:14]=[CH:13][C:12]([C:15]([F:18])([F:17])[F:16])=[CH:11][CH:10]=2)=[CH:7][CH:8]=1.[N:22]1[CH:27]=[CH:26][CH:25]=[CH:24][C:23]=1[CH2:28][CH2:29][NH:30][C:31]1[CH:36]=[CH:35][C:34]([NH2:37])=[CH:33][N:32]=1.O.ON1C2C=CC=CC=2N=N1.Cl.CN(C)CCCN=C=NCC. (4) Given the product [CH3:7][C:8]1[CH2:13][CH2:12][CH2:11][C:15](=[O:16])[C:9]=1[CH2:10][C:1]([O:2][CH2:7][C:8]1[CH:13]=[CH:12][CH:11]=[CH:10][CH:9]=1)=[O:4], predict the reactants needed to synthesize it. The reactants are: [C:1](=[O:4])([O-])[O-:2].[Cs+].[Cs+].[CH2:7](Br)[C:8]1[CH:13]=[CH:12][CH:11]=[CH:10][CH:9]=1.[CH3:15][OH:16]. (5) Given the product [ClH:12].[NH2:1][CH2:2][CH2:3][O:4][C:5]1[CH:10]=[CH:9][C:8]([OH:11])=[CH:7][CH:6]=1, predict the reactants needed to synthesize it. The reactants are: [NH2:1][CH2:2][CH2:3][O:4][C:5]1[CH:10]=[CH:9][C:8]([OH:11])=[CH:7][CH:6]=1.[ClH:12].[H][H]. (6) The reactants are: [CH3:1][NH:2][CH2:3][CH2:4][C:5]#[C:6][C:7]1[CH:12]=[CH:11][CH:10]=[CH:9][N:8]=1.[Cl:13][C:14]1[CH:15]=[C:16]([CH:20]=[CH:21][CH:22]=1)[C:17](Cl)=[O:18]. Given the product [Cl:13][C:14]1[CH:15]=[C:16]([CH:20]=[CH:21][CH:22]=1)[C:17]([N:2]([CH3:1])[CH2:3][CH2:4][C:5]#[C:6][C:7]1[CH:12]=[CH:11][CH:10]=[CH:9][N:8]=1)=[O:18].[C:9]([NH2:8])(=[O:18])[C:10]1[CH:5]=[CH:6][CH:7]=[CH:12][CH:11]=1, predict the reactants needed to synthesize it. (7) Given the product [Br:1][C:2]1[CH:3]=[CH:4][C:5]2[C:6]3[N:14]([CH2:15][CH:16]([CH3:18])[CH3:17])[CH:13]=[N:12][C:7]=3[C:8]([NH2:31])=[N:9][C:10]=2[CH:11]=1, predict the reactants needed to synthesize it. The reactants are: [Br:1][C:2]1[CH:3]=[CH:4][C:5]2[C:6]3[N:14]([CH2:15][CH:16]([CH3:18])[CH3:17])[CH:13]=[N:12][C:7]=3[CH:8]=[N:9][C:10]=2[CH:11]=1.ClC1C=C(C=CC=1)C(OO)=O.[OH-].[NH4+:31].C1(C)C=CC(S(Cl)(=O)=O)=CC=1. (8) Given the product [O:8]1[CH2:9][CH2:10][O:11][CH:7]1[C:5]1[S:4][C:3]2[CH2:12][CH2:13][CH2:14][O:15][C:2]=2[CH:6]=1, predict the reactants needed to synthesize it. The reactants are: Br[C:2]1[CH:6]=[C:5]([CH:7]2[O:11][CH2:10][CH2:9][O:8]2)[S:4][C:3]=1[CH2:12][CH2:13][CH2:14][OH:15].C(=O)([O-])[O-].[Cs+].[Cs+]. (9) The reactants are: [Cr](Cl)([O-])(=O)=O.[NH+]1C=CC=CC=1.[CH2:12]([O:14][C:15](=[O:36])[CH2:16][C:17]1([CH2:20][CH2:21][CH:22]([CH2:34][OH:35])[CH2:23][C:24]2[CH:33]=[CH:32][C:27]([C:28]([O:30][CH3:31])=[O:29])=[CH:26][CH:25]=2)[CH2:19][CH2:18]1)[CH3:13]. Given the product [CH2:12]([O:14][C:15](=[O:36])[CH2:16][C:17]1([CH2:20][CH2:21][CH:22]([CH:34]=[O:35])[CH2:23][C:24]2[CH:33]=[CH:32][C:27]([C:28]([O:30][CH3:31])=[O:29])=[CH:26][CH:25]=2)[CH2:19][CH2:18]1)[CH3:13], predict the reactants needed to synthesize it.